The task is: Predict the reactants needed to synthesize the given product.. This data is from Full USPTO retrosynthesis dataset with 1.9M reactions from patents (1976-2016). Given the product [CH2:2]([N:6]1[C:10]([CH3:11])=[C:9]([CH3:12])[S:8]/[C:7]/1=[CH:13]\[C:17]([C:16]1[CH:20]=[CH:21][C:22]([Cl:24])=[CH:23][C:15]=1[Cl:14])=[O:18])[CH2:3][CH2:4][CH3:5], predict the reactants needed to synthesize it. The reactants are: [I-].[CH2:2]([N+:6]1[C:10]([CH3:11])=[C:9]([CH3:12])[S:8][C:7]=1[CH3:13])[CH2:3][CH2:4][CH3:5].[Cl:14][C:15]1[CH:23]=[C:22]([Cl:24])[CH:21]=[CH:20][C:16]=1[C:17](Cl)=[O:18].